This data is from Full USPTO retrosynthesis dataset with 1.9M reactions from patents (1976-2016). The task is: Predict the reactants needed to synthesize the given product. (1) The reactants are: Br[C:2]1[CH:3]=[N:4][N:5]2[CH:10]=[C:9]([C:11]3[CH:16]=[CH:15][CH:14]=[CH:13][CH:12]=3)[C:8]([C:17]3[CH:24]=[CH:23][C:20]([CH:21]=[O:22])=[CH:19][CH:18]=3)=[N:7][C:6]=12.[CH3:25]B(O)O.[O-]P([O-])([O-])=O.[K+].[K+].[K+].COC1C=CC=C(OC)C=1C1C=CC=CC=1P(C1CCCCC1)C1CCCCC1. Given the product [CH3:25][C:2]1[CH:3]=[N:4][N:5]2[CH:10]=[C:9]([C:11]3[CH:16]=[CH:15][CH:14]=[CH:13][CH:12]=3)[C:8]([C:17]3[CH:24]=[CH:23][C:20]([CH:21]=[O:22])=[CH:19][CH:18]=3)=[N:7][C:6]=12, predict the reactants needed to synthesize it. (2) The reactants are: [N:1]([CH2:4][C:5]([NH:7][CH2:8]O)=[O:6])=[N+:2]=[N-:3].C(Cl)(=O)C([Cl:13])=O. Given the product [N:1]([CH2:4][C:5]([NH:7][CH2:8][Cl:13])=[O:6])=[N+:2]=[N-:3], predict the reactants needed to synthesize it. (3) Given the product [CH2:6]([N:13]1[CH2:14][CH2:15][CH:16]([N:19]([C:20]2[CH:25]=[CH:24][CH:23]=[CH:22][CH:21]=2)[C:1](=[O:4])[CH2:2][CH3:3])[CH2:17][CH2:18]1)[C:7]1[CH:8]=[CH:9][CH:10]=[CH:11][CH:12]=1, predict the reactants needed to synthesize it. The reactants are: [C:1](Cl)(=[O:4])[CH2:2][CH3:3].[CH2:6]([N:13]1[CH2:18][CH2:17][CH:16]([NH:19][C:20]2[CH:25]=[CH:24][CH:23]=[CH:22][CH:21]=2)[CH2:15][CH2:14]1)[C:7]1[CH:12]=[CH:11][CH:10]=[CH:9][CH:8]=1.C(N(CC)CC)C. (4) The reactants are: [NH2:1][C:2]1[N:3]=[CH:4][C:5](C2C=NN(C3CCN(C(OC(C)(C)C)=O)CC3)C=2)=[N:6][C:7]=1[C:8]1[O:9][C:10]2[CH:16]=[C:15]([F:17])[CH:14]=[CH:13][C:11]=2[N:12]=1.NC1C(C(O)=[O:44])=NC=CN=1.NC1C=CC(F)=CC=1O.CN(C(ON1N=NC2C=CC=NC1=2)=[N+](C)C)C.F[P-](F)(F)(F)(F)F. Given the product [NH2:1][C:2]1[C:7]([C:8]([NH:12][C:11]2[CH:13]=[CH:14][C:15]([F:17])=[CH:16][C:10]=2[OH:9])=[O:44])=[N:6][CH:5]=[CH:4][N:3]=1, predict the reactants needed to synthesize it. (5) Given the product [C:1]1([C:9]2[CH:14]=[CH:13][CH:12]=[CH:11][CH:10]=2)[CH:6]=[CH:5][CH:4]=[CH:3][C:2]=1[CH2:7][NH:25][C@@H:15]1[C:24]2[C:19](=[CH:20][CH:21]=[CH:22][CH:23]=2)[CH2:18][CH2:17][CH2:16]1, predict the reactants needed to synthesize it. The reactants are: [C:1]1([C:9]2[CH:14]=[CH:13][CH:12]=[CH:11][CH:10]=2)[C:2]([CH:7]=O)=[CH:3][CH:4]=[CH:5][CH:6]=1.[C@@H:15]1([NH2:25])[C:24]2[C:19](=[CH:20][CH:21]=[CH:22][CH:23]=2)[CH2:18][CH2:17][CH2:16]1.